From a dataset of Full USPTO retrosynthesis dataset with 1.9M reactions from patents (1976-2016). Predict the reactants needed to synthesize the given product. (1) Given the product [OH:1][C@@H:2]([C:5]1[N:10]=[C:9]([C:11]2[CH:12]=[CH:13][C:14]([O:17][C:18]3[CH:23]=[CH:22][C:21]([F:24])=[CH:20][CH:19]=3)=[CH:15][CH:16]=2)[N:8]=[C:7]([C:25]([NH:27][C@@H:28]([CH3:33])[C:29]([OH:31])=[O:30])=[O:26])[CH:6]=1)[CH2:3][OH:4], predict the reactants needed to synthesize it. The reactants are: [OH:1][C@@H:2]([C:5]1[N:10]=[C:9]([C:11]2[CH:16]=[CH:15][C:14]([O:17][C:18]3[CH:23]=[CH:22][C:21]([F:24])=[CH:20][CH:19]=3)=[CH:13][CH:12]=2)[N:8]=[C:7]([C:25]([NH:27][C@@H:28]([CH3:33])[C:29]([O:31]C)=[O:30])=[O:26])[CH:6]=1)[CH2:3][OH:4].O[Li].O. (2) Given the product [Cl:1][C:2]1[CH:3]=[C:4]([C:9]2([CH2:15][NH:16][C:17](=[O:39])[C:18]3[C:23]([F:24])=[C:22]([S:25][C:26]4[S:30][C:29]([NH:31][C:32]5[CH:37]=[C:36]([CH3:38])[CH:35]=[CH:34][N:33]=5)=[N:28][CH:27]=4)[CH:21]=[CH:20][N:19]=3)[CH2:10][CH2:11][N:12]([C:41]([O:43][CH2:44][CH2:45][O:46][CH3:47])=[O:42])[CH2:13][CH2:14]2)[CH:5]=[CH:6][C:7]=1[Cl:8], predict the reactants needed to synthesize it. The reactants are: [Cl:1][C:2]1[CH:3]=[C:4]([C:9]2([CH2:15][NH:16][C:17](=[O:39])[C:18]3[C:23]([F:24])=[C:22]([S:25][C:26]4[S:30][C:29]([NH:31][C:32]5[CH:37]=[C:36]([CH3:38])[CH:35]=[CH:34][N:33]=5)=[N:28][CH:27]=4)[CH:21]=[CH:20][N:19]=3)[CH2:14][CH2:13][NH:12][CH2:11][CH2:10]2)[CH:5]=[CH:6][C:7]=1[Cl:8].Cl[C:41]([O:43][CH2:44][CH2:45][O:46][CH3:47])=[O:42]. (3) Given the product [CH:17]([O:16][CH2:15][C@H:4]([O:3][C:27]1[N:32]=[CH:31][N:30]=[C:29]2[N:33]([C:36]3[CH:41]=[CH:40][CH:39]=[CH:38][C:37]=3[C:42]([F:45])([F:44])[F:43])[N:34]=[CH:35][C:28]=12)[C:5]([NH:7][C:8]1[CH:13]=[CH:12][C:11]([CH3:14])=[CH:10][N:9]=1)=[O:6])([CH3:19])[CH3:18], predict the reactants needed to synthesize it. The reactants are: [H-].[Na+].[OH:3][C@@H:4]([CH2:15][O:16][CH:17]([CH3:19])[CH3:18])[C:5]([NH:7][C:8]1[CH:13]=[CH:12][C:11]([CH3:14])=[CH:10][N:9]=1)=[O:6].O([C:27]1[N:32]=[CH:31][N:30]=[C:29]2[N:33]([C:36]3[CH:41]=[CH:40][CH:39]=[CH:38][C:37]=3[C:42]([F:45])([F:44])[F:43])[N:34]=[CH:35][C:28]=12)C1C=CC=CC=1.C(O)(=O)CC(CC(O)=O)(C(O)=O)O. (4) Given the product [CH3:37][C:7]([S:9][C:10]1[CH:11]=[CH:12][C:13]([C:14]([O:16][CH2:17][C:18]2[N:19]=[N:20][N:21]([CH2:23][C:24]3[CH:25]=[CH:26][C:27]([O:30][C:31]([F:34])([F:33])[F:32])=[CH:28][CH:29]=3)[CH:22]=2)=[O:15])=[CH:35][CH:36]=1)([CH3:8])[C:6]([OH:38])=[O:5], predict the reactants needed to synthesize it. The reactants are: C([O:5][C:6](=[O:38])[C:7]([CH3:37])([S:9][C:10]1[CH:36]=[CH:35][C:13]([C:14]([O:16][CH2:17][C:18]2[N:19]=[N:20][N:21]([CH2:23][C:24]3[CH:29]=[CH:28][C:27]([O:30][C:31]([F:34])([F:33])[F:32])=[CH:26][CH:25]=3)[CH:22]=2)=[O:15])=[CH:12][CH:11]=1)[CH3:8])(C)(C)C.Cl.